Dataset: Peptide-MHC class I binding affinity with 185,985 pairs from IEDB/IMGT. Task: Regression. Given a peptide amino acid sequence and an MHC pseudo amino acid sequence, predict their binding affinity value. This is MHC class I binding data. (1) The peptide sequence is SLVKHHMYV. The MHC is HLA-A02:06 with pseudo-sequence HLA-A02:06. The binding affinity (normalized) is 1.00. (2) The peptide sequence is TPGPGTRYPL. The MHC is HLA-A26:01 with pseudo-sequence HLA-A26:01. The binding affinity (normalized) is 0. (3) The peptide sequence is APEEKYLSM. The MHC is HLA-A31:01 with pseudo-sequence HLA-A31:01. The binding affinity (normalized) is 0.0847. (4) The peptide sequence is DSQYVMGII. The MHC is Mamu-A70103 with pseudo-sequence Mamu-A70103. The binding affinity (normalized) is 0.0532.